From a dataset of Forward reaction prediction with 1.9M reactions from USPTO patents (1976-2016). Predict the product of the given reaction. (1) Given the reactants [C:1]([O:5][C@@H:6]([C:11]1[C:40]([CH3:41])=[C:39]([CH2:42][OH:43])[C:38]2=[N:44][C:35]3=[CH:36][N:37]2[C:12]=1[N:13]1[CH2:49][CH2:48][C:16]([CH3:50])([O:17][CH2:18][CH2:19][CH2:20][CH2:21][C@H:22]([CH3:47])[O:23][C:24]2[CH:25]=[CH:26][C:27]([F:46])=[CH:28][C:29]=2[C:30]2[CH:45]=[C:34]3[CH:33]=[CH:32][CH:31]=2)[CH2:15][CH2:14]1)[C:7]([O:9]C)=[O:8])([CH3:4])([CH3:3])[CH3:2].C(O[C@@H](C1C(C)=CC2=NC3=C(Cl)N2C=1N1CCC(C)(OCCCC[C@H](C)OC2C=CC(C)=CC=2C2C=C3C=CC=2)CC1)C(O)=O)(C)(C)C, predict the reaction product. The product is: [C:1]([O:5][C@@H:6]([C:11]1[C:40]([CH3:41])=[C:39]([CH2:42][OH:43])[C:38]2=[N:44][C:35]3=[CH:36][N:37]2[C:12]=1[N:13]1[CH2:14][CH2:15][C:16]([CH3:50])([O:17][CH2:18][CH2:19][CH2:20][CH2:21][C@H:22]([CH3:47])[O:23][C:24]2[CH:25]=[CH:26][C:27]([F:46])=[CH:28][C:29]=2[C:30]2[CH:45]=[C:34]3[CH:33]=[CH:32][CH:31]=2)[CH2:48][CH2:49]1)[C:7]([OH:9])=[O:8])([CH3:4])([CH3:2])[CH3:3]. (2) Given the reactants [CH:1](/[B-](F)(F)F)=[CH:2]\[CH3:3].[K+].C(Cl)Cl.Br[C:13]1[O:17][N:16]=[C:15]([C:18]([O:20][CH2:21][CH3:22])=[O:19])[C:14]=1[CH3:23].C(N(CC)CC)C, predict the reaction product. The product is: [CH3:23][C:14]1[C:15]([C:18]([O:20][CH2:21][CH3:22])=[O:19])=[N:16][O:17][C:13]=1/[CH:1]=[CH:2]/[CH3:3]. (3) The product is: [N:22]1([C:2]2[CH:3]=[C:4]3[C:9](=[CH:10][C:11]=2[N+:12]([O-:14])=[O:13])[NH:8][C:7](=[O:15])[N:6]([NH:16][S:17]([CH3:20])(=[O:19])=[O:18])[C:5]3=[O:21])[CH:26]=[CH:25][N:24]=[CH:23]1. Given the reactants F[C:2]1[CH:3]=[C:4]2[C:9](=[CH:10][C:11]=1[N+:12]([O-:14])=[O:13])[NH:8][C:7](=[O:15])[N:6]([NH:16][S:17]([CH3:20])(=[O:19])=[O:18])[C:5]2=[O:21].[NH:22]1[CH:26]=[CH:25][N:24]=[CH:23]1.CN1CCN(C)C1=O.O, predict the reaction product. (4) Given the reactants [F:1][C:2]1[C:10]([I:11])=[C:9]2[C:5]([CH2:6][NH:7][C:8]2=[O:12])=[CH:4][CH:3]=1.Br[CH2:14][C:15]1[CH:20]=[CH:19][CH:18]=[CH:17][C:16]=1[C:21]#[N:22].C([O-])([O-])=O.[Cs+].[Cs+].C1OCCOCCOCCOCCOCCOC1, predict the reaction product. The product is: [F:1][C:2]1[C:10]([I:11])=[C:9]2[C:5]([CH2:6][N:7]([CH2:14][C:15]3[CH:20]=[CH:19][CH:18]=[CH:17][C:16]=3[C:21]#[N:22])[C:8]2=[O:12])=[CH:4][CH:3]=1. (5) Given the reactants Br[C:2]1[CH:7]=[CH:6][C:5]([C:8]2[NH:12][C:11]([C@@H:13]3[CH2:21][C:20]4[C:15](=[CH:16][CH:17]=[CH:18][CH:19]=4)[N:14]3[C:22](=[O:32])[C@@H:23]([NH:27][C:28](=[O:31])[O:29][CH3:30])[CH:24]([CH3:26])[CH3:25])=[N:10][CH:9]=2)=[CH:4][CH:3]=1.[B:33]1([B:33]2[O:37][C:36]([CH3:39])([CH3:38])[C:35]([CH3:41])([CH3:40])[O:34]2)[O:37][C:36]([CH3:39])([CH3:38])[C:35]([CH3:41])([CH3:40])[O:34]1.CC([O-])=O.[K+], predict the reaction product. The product is: [CH3:26][CH:24]([CH3:25])[C@H:23]([NH:27][C:28](=[O:31])[O:29][CH3:30])[C:22](=[O:32])[N:14]1[C:15]2[C:20](=[CH:19][CH:18]=[CH:17][CH:16]=2)[CH2:21][C@H:13]1[C:11]1[NH:12][C:8]([C:5]2[CH:6]=[CH:7][C:2]([B:33]3[O:37][C:36]([CH3:39])([CH3:38])[C:35]([CH3:41])([CH3:40])[O:34]3)=[CH:3][CH:4]=2)=[CH:9][N:10]=1.